From a dataset of Peptide-MHC class II binding affinity with 134,281 pairs from IEDB. Regression. Given a peptide amino acid sequence and an MHC pseudo amino acid sequence, predict their binding affinity value. This is MHC class II binding data. (1) The peptide sequence is SIGSNLTIACRVSLR. The MHC is H-2-IAb with pseudo-sequence H-2-IAb. The binding affinity (normalized) is 0.128. (2) The peptide sequence is NKELRLMYVNCVKKN. The MHC is DRB1_1302 with pseudo-sequence DRB1_1302. The binding affinity (normalized) is 0.643.